From a dataset of Full USPTO retrosynthesis dataset with 1.9M reactions from patents (1976-2016). Predict the reactants needed to synthesize the given product. (1) Given the product [Br:26][C:14]1[S:13][C:12]([CH:15]2[CH2:20][CH2:19][O:18][CH2:17][CH2:16]2)=[N:11][C:10]=1[C:6]1[CH:7]=[CH:8][CH:9]=[C:4]([N+:1]([O-:3])=[O:2])[CH:5]=1, predict the reactants needed to synthesize it. The reactants are: [N+:1]([C:4]1[CH:5]=[C:6]([C:10]2[N:11]=[C:12]([CH:15]3[CH2:20][CH2:19][O:18][CH2:17][CH2:16]3)[S:13][CH:14]=2)[CH:7]=[CH:8][CH:9]=1)([O-:3])=[O:2].C([O-])(=O)C.[Na+].[Br:26]Br. (2) Given the product [CH3:26][N:17]([CH:18]([C:19]1[CH:24]=[CH:23][CH:22]=[CH:21][C:20]=1[CH3:25])[C:5]1[N:1]([C:6]2[CH:14]=[CH:13][CH:12]=[CH:11][C:7]=2[C:8]([NH2:10])=[S:9])[CH:2]=[CH:3][CH:4]=1)[CH3:16], predict the reactants needed to synthesize it. The reactants are: [N:1]1([C:6]2[CH:14]=[CH:13][CH:12]=[CH:11][C:7]=2[C:8]([NH2:10])=[S:9])[CH:5]=[CH:4][CH:3]=[CH:2]1.[Cl-].[CH3:16][N+:17]([CH3:26])=[CH:18][C:19]1[CH:24]=[CH:23][CH:22]=[CH:21][C:20]=1[CH3:25]. (3) Given the product [N+:2]1([O-:1])[C:3]([C:11]([OH:13])=[O:12])=[CH:4][C:5]([C:8]([OH:10])=[O:9])=[CH:6][CH:7]=1, predict the reactants needed to synthesize it. The reactants are: [OH2:1].[N:2]1[CH:7]=[CH:6][C:5]([C:8]([OH:10])=[O:9])=[CH:4][C:3]=1[C:11]([OH:13])=[O:12].OO.